From a dataset of Forward reaction prediction with 1.9M reactions from USPTO patents (1976-2016). Predict the product of the given reaction. Given the reactants [Cl:1][C:2]1[CH:11]=[C:10]2[C:5]([CH:6]=[C:7]([C:15]3[CH:20]=[C:19]([O:21][CH3:22])[CH:18]=[CH:17][C:16]=3[F:23])[C:8](=N)[N:9]2[CH2:12][CH3:13])=[CH:4][N:3]=1.CC(OC(C)=O)=[O:26], predict the reaction product. The product is: [Cl:1][C:2]1[CH:11]=[C:10]2[C:5]([CH:6]=[C:7]([C:15]3[CH:20]=[C:19]([O:21][CH3:22])[CH:18]=[CH:17][C:16]=3[F:23])[C:8](=[O:26])[N:9]2[CH2:12][CH3:13])=[CH:4][N:3]=1.